From a dataset of Peptide-MHC class I binding affinity with 185,985 pairs from IEDB/IMGT. Regression. Given a peptide amino acid sequence and an MHC pseudo amino acid sequence, predict their binding affinity value. This is MHC class I binding data. (1) The peptide sequence is RTLLSRVYQIL. The MHC is HLA-B27:05 with pseudo-sequence HLA-B27:05. The binding affinity (normalized) is 0.0974. (2) The peptide sequence is REVFYFGKF. The MHC is HLA-B35:01 with pseudo-sequence HLA-B35:01. The binding affinity (normalized) is 0.0847. (3) The peptide sequence is SGMRRQEQI. The MHC is HLA-B08:01 with pseudo-sequence HLA-B08:01. The binding affinity (normalized) is 0.740. (4) The peptide sequence is LIMPARFYPK. The MHC is Patr-A0101 with pseudo-sequence Patr-A0101. The binding affinity (normalized) is 0.485. (5) The peptide sequence is LSDDSGLMV. The MHC is HLA-B46:01 with pseudo-sequence HLA-B46:01. The binding affinity (normalized) is 0.0847. (6) The peptide sequence is DTPLIPLTIF. The MHC is HLA-B40:02 with pseudo-sequence HLA-B40:02. The binding affinity (normalized) is 0.